Dataset: Full USPTO retrosynthesis dataset with 1.9M reactions from patents (1976-2016). Task: Predict the reactants needed to synthesize the given product. Given the product [Cl:5][C:21]1[C:23]2[CH2:27][CH2:26][CH2:25][C:24]=2[N:6]=[C:15]([C:14]2[CH:17]=[CH:18][C:11]([S:8]([CH3:7])(=[O:9])=[O:10])=[CH:12][CH:13]=2)[N:16]=1, predict the reactants needed to synthesize it. The reactants are: C[Al](C)C.[Cl-:5].[NH4+:6].[CH3:7][S:8]([C:11]1[CH:18]=[CH:17][C:14]([C:15]#[N:16])=[CH:13][CH:12]=1)(=[O:10])=[O:9].CO[C:21]([CH:23]1[CH2:27][CH2:26][CH2:25][C:24]1=O)=O.C([O-])([O-])=O.[K+].[K+].